This data is from Forward reaction prediction with 1.9M reactions from USPTO patents (1976-2016). The task is: Predict the product of the given reaction. (1) Given the reactants C(=O)([O-])[O-].[Na+].[Na+].[NH2:7][CH2:8][C@@H:9]1[O:13][C:12](=[O:14])[N:11]([C:15]2[CH:20]=[CH:19][C:18]([N:21]3[CH2:26][CH2:25][O:24][CH2:23][C:22]3=[O:27])=[CH:17][CH:16]=2)[CH2:10]1.C([O-])(=O)C.[Cl:32][C:33]1[S:37][C:36]([C:38](Cl)=[O:39])=[CH:35][CH:34]=1, predict the reaction product. The product is: [CH:17]1[C:18]([N:21]2[C:22](=[O:27])[CH2:23][O:24][CH2:25][CH2:26]2)=[CH:19][CH:20]=[C:15]([N:11]2[C:12](=[O:14])[O:13][C@@H:9]([CH2:8][NH:7][C:38]([C:36]3[S:37][C:33]([Cl:32])=[CH:34][CH:35]=3)=[O:39])[CH2:10]2)[CH:16]=1. (2) Given the reactants [CH3:1][CH2:2][CH2:3][CH2:4][C:5]1[N:9]([CH2:10][C:11]2[CH:12]=[CH:13][C:14]([C:17]3[CH:18]=[CH:19][CH:20]=[CH:21][C:22]=3[C:23]3[N:27]=[N:26][NH:25][N:24]=3)=[CH:15][CH:16]=2)[C:8]([CH2:28][OH:29])=[C:7]([Cl:30])[N:6]=1.[OH-].[Ca+2:32].[OH-].CCCCCCC, predict the reaction product. The product is: [CH3:1][CH2:2][CH2:3][CH2:4][C:5]1[N:9]([CH2:10][C:11]2[CH:16]=[CH:15][C:14]([C:17]3[CH:18]=[CH:19][CH:20]=[CH:21][C:22]=3[C:23]3[N:27]=[N:26][NH:25][N:24]=3)=[CH:13][CH:12]=2)[C:8]([CH2:28][OH:29])=[C:7]([Cl:30])[N:6]=1.[Ca:32]. (3) The product is: [C:17]([O:21][C:22]([N:24]1[CH2:25][C@@H:26]2[C@@H:30]([CH2:29][N:28]([C:2]3[NH:3][C:4]4[CH:10]=[C:9]([C:11]5[CH:16]=[CH:15][CH:14]=[CH:13][CH:12]=5)[CH:8]=[CH:7][C:5]=4[N:6]=3)[CH2:27]2)[CH2:31]1)=[O:23])([CH3:20])([CH3:18])[CH3:19]. Given the reactants Cl[C:2]1[NH:3][C:4]2[CH:10]=[C:9]([C:11]3[CH:16]=[CH:15][CH:14]=[CH:13][CH:12]=3)[CH:8]=[CH:7][C:5]=2[N:6]=1.[C:17]([O:21][C:22]([N:24]1[CH2:31][C@@H:30]2[C@@H:26]([CH2:27][NH:28][CH2:29]2)[CH2:25]1)=[O:23])([CH3:20])([CH3:19])[CH3:18], predict the reaction product. (4) Given the reactants Br[C:2]1[CH:3]=[C:4]([NH:11][C:12](=[O:14])[CH3:13])[CH:5]=[C:6]([N+:8]([O-:10])=[O:9])[CH:7]=1.N#N.[C:17]1(B(O)O)[CH:22]=[CH:21][CH:20]=[CH:19][CH:18]=1.C(=O)([O-])[O-].[Na+].[Na+], predict the reaction product. The product is: [N+:8]([C:6]1[CH:5]=[C:4]([NH:11][C:12](=[O:14])[CH3:13])[CH:3]=[C:2]([C:17]2[CH:22]=[CH:21][CH:20]=[CH:19][CH:18]=2)[CH:7]=1)([O-:10])=[O:9]. (5) Given the reactants Cl[C:2]1[CH:31]=[CH:30][C:5]([C:6]([NH:8][C:9]2[CH:14]=[CH:13][C:12]([O:15][C:16]([F:19])([F:18])[F:17])=[C:11]([NH:20][C:21](=[O:29])[CH2:22][N:23]3[CH2:28][CH2:27][O:26][CH2:25][CH2:24]3)[CH:10]=2)=[O:7])=[CH:4][N:3]=1.[F:32][C:33]1[CH:34]=[C:35](B(O)O)[CH:36]=[CH:37][CH:38]=1.C(=O)([O-])[O-].[K+].[K+], predict the reaction product. The product is: [F:32][C:33]1[CH:38]=[C:37]([C:2]2[CH:31]=[CH:30][C:5]([C:6]([NH:8][C:9]3[CH:14]=[CH:13][C:12]([O:15][C:16]([F:19])([F:18])[F:17])=[C:11]([NH:20][C:21](=[O:29])[CH2:22][N:23]4[CH2:28][CH2:27][O:26][CH2:25][CH2:24]4)[CH:10]=3)=[O:7])=[CH:4][N:3]=2)[CH:36]=[CH:35][CH:34]=1.